From a dataset of Reaction yield outcomes from USPTO patents with 853,638 reactions. Predict the reaction yield, written as a fraction of the theoretical maximum amount of product (1.0 means a 100% yield; for example, 0.34 means a 34% yield). (1) The reactants are [N:8]1(C([N:8]2[CH:12]=[CH:11][N:10]=[CH:9]2)=N)[CH:12]=[CH:11][N:10]=[CH:9]1.N[C:14]1[CH:19]=[CH:18]C(C)=C[C:15]=1[OH:21]. The catalyst is C1COCC1. The product is [O:21]1[C:15]2[CH:14]=[CH:19][CH:18]=[CH:12][C:11]=2[N:10]=[C:9]1[NH2:8]. The yield is 0.920. (2) The reactants are C[O:2][C:3](=[O:19])[C@H:4]([NH:11][C:12]1[CH:17]=[CH:16][C:15]([F:18])=[CH:14][CH:13]=1)[C:5]1[CH:10]=[CH:9][CH:8]=[CH:7][CH:6]=1.Cl. The catalyst is O1CCOCC1. The product is [F:18][C:15]1[CH:16]=[CH:17][C:12]([NH:11][C@H:4]([C:5]2[CH:6]=[CH:7][CH:8]=[CH:9][CH:10]=2)[C:3]([OH:19])=[O:2])=[CH:13][CH:14]=1. The yield is 0.870.